From a dataset of Full USPTO retrosynthesis dataset with 1.9M reactions from patents (1976-2016). Predict the reactants needed to synthesize the given product. (1) The reactants are: [Br:1][C:2]1[CH:3]=[C:4]2[C:9](=[CH:10][CH:11]=1)[N:8]=[CH:7][C:6]([CH:12]=O)=[CH:5]2.C1(P(=[CH:33][C:34]([O:36][CH3:37])=[O:35])(C2C=CC=CC=2)C2C=CC=CC=2)C=CC=CC=1. Given the product [Br:1][C:2]1[CH:3]=[C:4]2[C:9](=[CH:10][CH:11]=1)[N:8]=[CH:7][C:6]([CH:12]=[CH:33][C:34]([O:36][CH3:37])=[O:35])=[CH:5]2, predict the reactants needed to synthesize it. (2) Given the product [CH:12]1[N:13]2[C:22]3[C:17]([CH2:16][CH2:15][C:14]2=[C:10]([CH2:9][C@H:5]([CH2:4][CH2:3][CH2:2][NH:1][C:23]([O:34][CH2:35][C:36]2[O:37][C:38](=[O:44])[O:39][C:40]=2[CH2:41][CH2:42][CH3:43])=[O:24])[C:6]([OH:8])=[O:7])[N:11]=1)=[CH:18][CH:19]=[CH:20][CH:21]=3, predict the reactants needed to synthesize it. The reactants are: [NH2:1][CH2:2][CH2:3][CH2:4][C@@H:5]([CH2:9][C:10]1[N:11]=[CH:12][N:13]2[C:22]3[C:17](=[CH:18][CH:19]=[CH:20][CH:21]=3)[CH2:16][CH2:15][C:14]=12)[C:6]([OH:8])=[O:7].[C:23](=O)([O:34][CH2:35][C:36]1[O:37][C:38](=[O:44])[O:39][C:40]=1[CH2:41][CH2:42][CH3:43])[O:24]C1C=CC([N+]([O-])=O)=CC=1.O.C(OCC)C. (3) Given the product [Br:6][C:7]1[N:19]=[C:9]([CH2:2][Cl:20])[CH:10]=[CH:11][CH:12]=1, predict the reactants needed to synthesize it. The reactants are: [Li+].[CH3:2]CC[CH2-].[Br:6][C:7]1[CH:12]=[CH:11][C:10](Br)=[CH:9]N=1.CN(C=O)C.[NH4+:19].[Cl-:20].O=S(Cl)Cl.